From a dataset of Full USPTO retrosynthesis dataset with 1.9M reactions from patents (1976-2016). Predict the reactants needed to synthesize the given product. (1) Given the product [F:13][C:11]1[C:5]2[N:6]([CH3:10])[C:7](=[O:9])[O:8][C:4]=2[CH:3]=[C:2]([NH:1][CH2:19][C@@H:18]([OH:20])[C:16]([O:15][CH3:14])=[O:17])[CH:12]=1, predict the reactants needed to synthesize it. The reactants are: [NH2:1][C:2]1[CH:12]=[C:11]([F:13])[C:5]2[N:6]([CH3:10])[C:7](=[O:9])[O:8][C:4]=2[CH:3]=1.[CH3:14][O:15][C:16]([C@@H:18]1[O:20][CH2:19]1)=[O:17].FC(F)(F)S([O-])(=O)=O.[Li+]. (2) Given the product [C:1]([O:5][C:6]([N:8]1[C:16]2[C:11](=[CH:12][CH:13]=[CH:14][CH:15]=2)[CH:10]=[C:9]1[C:25]1[CH:24]=[N:23][CH:22]=[C:21]([Br:20])[CH:26]=1)=[O:7])([CH3:4])([CH3:3])[CH3:2], predict the reactants needed to synthesize it. The reactants are: [C:1]([O:5][C:6]([N:8]1[C:16]2[C:11](=[CH:12][CH:13]=[CH:14][CH:15]=2)[CH:10]=[C:9]1B(O)O)=[O:7])([CH3:4])([CH3:3])[CH3:2].[Br:20][C:21]1[CH:22]=[N:23][CH:24]=[C:25](Br)[CH:26]=1.CC([O-])=O.[K+]. (3) The reactants are: [NH2:1][C:2]1[CH:41]=[CH:40][CH:39]=[C:38]([F:42])[C:3]=1[CH2:4][CH2:5][C@H:6]1[CH2:13][N:12]([C:14]([O:16][C:17]([CH3:20])([CH3:19])[CH3:18])=[O:15])[CH2:11][C:8]2([CH2:10][CH2:9]2)[N:7]1[C:21]([O:23][CH2:24][CH:25]1[C:37]2[CH:36]=[CH:35][CH:34]=[CH:33][C:32]=2[C:31]2[C:26]1=[CH:27][CH:28]=[CH:29][CH:30]=2)=[O:22].[C:43]([O:47][C:48]([NH:50][C@@H:51]([CH:55]([C:63]1[CH:68]=[CH:67][C:66]([F:69])=[CH:65][CH:64]=1)[C:56]1[CH:61]=[CH:60][C:59]([F:62])=[CH:58][CH:57]=1)[C:52](O)=[O:53])=[O:49])([CH3:46])([CH3:45])[CH3:44].O=P(Cl)(Cl)Cl. Given the product [C:43]([O:47][C:48]([NH:50][C@@H:51]([CH:55]([C:56]1[CH:61]=[CH:60][C:59]([F:62])=[CH:58][CH:57]=1)[C:63]1[CH:68]=[CH:67][C:66]([F:69])=[CH:65][CH:64]=1)[C:52]([NH:1][C:2]1[CH:41]=[CH:40][CH:39]=[C:38]([F:42])[C:3]=1[CH2:4][CH2:5][C@H:6]1[CH2:13][N:12]([C:14]([O:16][C:17]([CH3:20])([CH3:18])[CH3:19])=[O:15])[CH2:11][C:8]2([CH2:10][CH2:9]2)[N:7]1[C:21]([O:23][CH2:24][CH:25]1[C:37]2[CH:36]=[CH:35][CH:34]=[CH:33][C:32]=2[C:31]2[C:26]1=[CH:27][CH:28]=[CH:29][CH:30]=2)=[O:22])=[O:53])=[O:49])([CH3:46])([CH3:44])[CH3:45], predict the reactants needed to synthesize it. (4) Given the product [Cl:1][C:2]1[N:7]=[CH:6][C:5]([NH:8][CH3:9])=[C:4]([C:35]2[CH:34]=[CH:33][CH:32]=[CH:31][C:30]=2[CH3:36])[CH:3]=1, predict the reactants needed to synthesize it. The reactants are: [Cl:1][C:2]1[N:7]=[CH:6][C:5]([NH:8][CH3:9])=[C:4](I)[CH:3]=1.C([O-])([O-])=O.[Na+].[Na+].[CH:30]1[CH:35]=[CH:34][C:33](P([C:30]2[CH:35]=[CH:34][CH:33]=[CH:32][CH:31]=2)[C:30]2[CH:35]=[CH:34][CH:33]=[CH:32][CH:31]=2)=[CH:32][CH:31]=1.[CH3:36]COC(C)=O.